From a dataset of Forward reaction prediction with 1.9M reactions from USPTO patents (1976-2016). Predict the product of the given reaction. (1) Given the reactants [C:1]([O:5][C:6](=[O:28])[NH:7][CH2:8][CH:9]1[CH2:14][CH2:13][CH2:12][N:11]([C:15]2[C:20]([C:21]3[CH:22]=[N:23][N:24]([CH3:26])[CH:25]=3)=[CH:19][N:18]=[C:17](Cl)[N:16]=2)[CH2:10]1)([CH3:4])([CH3:3])[CH3:2].[CH3:29][N:30]1[CH:34]=[C:33]([C:35]2[CH:40]=[CH:39][CH:38]=[C:37](B3OC(C)(C)C(C)(C)O3)[CH:36]=2)[CH:32]=[N:31]1.C(=O)([O-])[O-].[K+].[K+], predict the reaction product. The product is: [C:1]([O:5][C:6](=[O:28])[NH:7][CH2:8][CH:9]1[CH2:14][CH2:13][CH2:12][N:11]([C:15]2[C:20]([C:21]3[CH:22]=[N:23][N:24]([CH3:26])[CH:25]=3)=[CH:19][N:18]=[C:17]([C:39]3[CH:38]=[CH:37][CH:36]=[C:35]([C:33]4[CH:32]=[N:31][N:30]([CH3:29])[CH:34]=4)[CH:40]=3)[N:16]=2)[CH2:10]1)([CH3:4])([CH3:3])[CH3:2]. (2) Given the reactants [F:1][C:2]1[CH:7]=[CH:6][CH:5]=[CH:4][N:3]=1.C([N-]C(C)C)(C)C.[Li+].CN([CH:19]=[O:20])C.[NH4+].[Cl-], predict the reaction product. The product is: [F:1][C:2]1[C:7]([CH:19]=[O:20])=[CH:6][CH:5]=[CH:4][N:3]=1. (3) Given the reactants C(O)([C:3]([F:6])([F:5])[F:4])=O.Br[C:9]1[CH:26]=[C:25](/[CH:27]=[CH:28]/[CH:29]([C:34]2[CH:39]=[C:38]([Cl:40])[C:37]([Cl:41])=[C:36]([Cl:42])[CH:35]=2)[C:30]([F:33])([F:32])[F:31])[CH:24]=[CH:23][C:10]=1[C:11]([NH:13][CH:14]([CH3:22])[C:15]([O:17]C(C)(C)C)=[O:16])=[O:12], predict the reaction product. The product is: [F:31][C:30]([F:33])([F:32])[CH:29]([C:34]1[CH:39]=[C:38]([Cl:40])[C:37]([Cl:41])=[C:36]([Cl:42])[CH:35]=1)/[CH:28]=[CH:27]/[C:25]1[CH:24]=[CH:23][C:10]([C:11]([NH:13][C@H:14]([CH3:22])[C:15]([OH:17])=[O:16])=[O:12])=[C:9]([C:3]([F:6])([F:5])[F:4])[CH:26]=1. (4) Given the reactants [CH:1]([C:3]1[CH2:4][C@H:5]2[C@@H:12]([CH:13]=1)[C:7]1(OCC[O:8]1)[CH2:6]2)=[CH2:2].S(=O)(=O)(O)O.C(=O)(O)[O-].[Na+], predict the reaction product. The product is: [CH:1]([C:3]1[CH2:4][C@H:5]2[C@@H:12]([CH:13]=1)[C:7](=[O:8])[CH2:6]2)=[CH2:2]. (5) The product is: [CH2:20]([CH:5]([CH2:6][P:7]([CH:10]([NH:12][C:13]([O:15][C:16]([CH3:17])([CH3:19])[CH3:18])=[O:14])[CH3:11])([OH:9])=[O:8])[C:4]([OH:27])=[O:3])[C:21]1[CH:22]=[CH:23][CH:24]=[CH:25][CH:26]=1. Given the reactants C([O:3][C:4](=[O:27])[CH:5]([CH2:20][C:21]1[CH:26]=[CH:25][CH:24]=[CH:23][CH:22]=1)[CH2:6][P:7]([CH:10]([NH:12][C:13]([O:15][C:16]([CH3:19])([CH3:18])[CH3:17])=[O:14])[CH3:11])([OH:9])=[O:8])C.[OH-].[Na+], predict the reaction product.